This data is from Forward reaction prediction with 1.9M reactions from USPTO patents (1976-2016). The task is: Predict the product of the given reaction. (1) Given the reactants [CH2:1]([O:3][C:4]1[CH:11]=[C:10]([O:12][CH2:13][CH3:14])[C:9](Br)=[CH:8][C:5]=1[CH2:6][OH:7])[CH3:2].[Si:16]([O:23][Si:24]([C:27]([CH3:30])([CH3:29])[CH3:28])([CH3:26])[CH3:25])([C:19]([CH3:22])([CH3:21])[CH3:20])([CH3:18])[CH3:17].C([Li])CCC.C(NN(NCC)[C:40](=[O:45])[C:41]([F:44])([F:43])[F:42])C.[Cl-].[NH4+], predict the reaction product. The product is: [CH2:1]([O:3][C:4]1[CH:11]=[C:10]([O:12][CH2:13][CH3:14])[C:9]([C:40](=[O:45])[C:41]([F:44])([F:43])[F:42])=[CH:8][C:5]=1[CH2:6][OH:7])[CH3:2].[Si:16]([O:23][Si:24]([C:27]([CH3:30])([CH3:29])[CH3:28])([CH3:25])[CH3:26])([C:19]([CH3:21])([CH3:22])[CH3:20])([CH3:18])[CH3:17]. (2) Given the reactants [C:1]([OH:7])(=O)[CH2:2][CH2:3][CH2:4][CH3:5].C(N(CC)C(C)C)(C)C.[CH3:17][C:18]1[CH:23]=[C:22]([N:24]2[CH2:29][CH2:28][O:27][CH2:26][CH2:25]2)[CH:21]=[C:20]([CH3:30])[C:19]=1[NH2:31].C(OCC)(=O)C, predict the reaction product. The product is: [CH3:17][C:18]1[CH:23]=[C:22]([N:24]2[CH2:29][CH2:28][O:27][CH2:26][CH2:25]2)[CH:21]=[C:20]([CH3:30])[C:19]=1[NH:31][C:1](=[O:7])[CH2:2][CH2:3][CH2:4][CH3:5]. (3) Given the reactants [NH2:1][C@H:2]([C:4]1[N:13]([N:14]2[CH2:21][C:18]3([CH2:20][CH2:19]3)[N:17]([C:22]([O:24][C:25]([CH3:28])([CH3:27])[CH3:26])=[O:23])[CH2:16][CH2:15]2)[C:12](=[O:29])[C:11]2[C:6](=[CH:7][CH:8]=[CH:9][C:10]=2[Cl:30])[N:5]=1)[CH3:3].C(N(CC)C(C)C)(C)C.[NH2:40][C:41]1[N:46]=[C:45]([NH2:47])[C:44]([C:48]#[N:49])=[C:43](Cl)[N:42]=1, predict the reaction product. The product is: [Cl:30][C:10]1[CH:9]=[CH:8][CH:7]=[C:6]2[C:11]=1[C:12](=[O:29])[N:13]([N:14]1[CH2:21][C:18]3([CH2:20][CH2:19]3)[N:17]([C:22]([O:24][C:25]([CH3:26])([CH3:28])[CH3:27])=[O:23])[CH2:16][CH2:15]1)[C:4]([C@@H:2]([NH:1][C:43]1[C:44]([C:48]#[N:49])=[C:45]([NH2:47])[N:46]=[C:41]([NH2:40])[N:42]=1)[CH3:3])=[N:5]2. (4) Given the reactants [NH2:1][CH2:2][C:3]1[N:4]=[CH:5][C:6]([C:11]([NH:13][CH2:14][C:15]2[S:19][C:18]([CH3:20])=[N:17][CH:16]=2)=[O:12])=[N:7][C:8]=1[CH2:9][CH3:10].N1C=CC=CC=1.[Cl:27][C:28]1[CH:29]=[C:30]([S:35](Cl)(=[O:37])=[O:36])[CH:31]=[CH:32][C:33]=1[F:34], predict the reaction product. The product is: [Cl:27][C:28]1[CH:29]=[C:30]([S:35]([NH:1][CH2:2][C:3]2[N:4]=[CH:5][C:6]([C:11]([NH:13][CH2:14][C:15]3[S:19][C:18]([CH3:20])=[N:17][CH:16]=3)=[O:12])=[N:7][C:8]=2[CH2:9][CH3:10])(=[O:36])=[O:37])[CH:31]=[CH:32][C:33]=1[F:34]. (5) Given the reactants [C:1]([C:3]1[CH:4]=[C:5]([C:9]2[N:10]=[C:11]3[N:15]([C:16]=2[C:17](=[O:19])[CH3:18])[CH:14]=[CH:13][S:12]3)[CH:6]=[CH:7][CH:8]=1)#[N:2], predict the reaction product. The product is: [CH3:14][N:15]([CH3:16])[CH:11]=[CH:18][C:17]([C:16]1[N:15]2[C:11]([S:12][CH:13]=[CH:14]2)=[N:10][C:9]=1[C:5]1[CH:6]=[CH:7][CH:8]=[C:3]([C:1]#[N:2])[CH:4]=1)=[O:19]. (6) Given the reactants [NH2:1][C:2]1[CH:7]=[C:6]([OH:8])[CH:5]=[CH:4][C:3]=1[S:9]([NH:12][C:13]1[CH:14]=[CH:15][C:16]2[CH2:20][O:19][B:18]([OH:21])[C:17]=2[CH:22]=1)(=[O:11])=[O:10].Cl[C:24]([O:26][CH2:27][CH2:28][O:29][CH3:30])=[O:25].OC1C=CC(S(=O)(=O)NC2C=CC3COB(O)C=3C=2)=C(NC(=O)COC2C=CC=CC=2)C=1, predict the reaction product. The product is: [OH:8][C:6]1[CH:5]=[CH:4][C:3]([S:9](=[O:10])(=[O:11])[NH:12][C:13]2[CH:14]=[CH:15][C:16]3[CH2:20][O:19][B:18]([OH:21])[C:17]=3[CH:22]=2)=[C:2]([NH:1][C:24](=[O:25])[O:26][CH2:27][CH2:28][O:29][CH3:30])[CH:7]=1. (7) Given the reactants Br.[C:2]([C:5]1[CH:6]=[CH:7][C:8](/[C:13](/[C:32]2[CH:37]=[CH:36][C:35]([C:38]([CH3:41])([CH3:40])[CH3:39])=[CH:34][CH:33]=2)=[CH:14]/[C@@H:15]2[N:19](CC3C=CC(OC)=CC=3OC)[C:18](=[O:31])[CH2:17][CH2:16]2)=[N:9][C:10]=1[O:11]C)(=[O:4])[CH3:3].O, predict the reaction product. The product is: [C:2]([C:5]1[C:10](=[O:11])[NH:9][C:8](/[C:13](/[C:32]2[CH:37]=[CH:36][C:35]([C:38]([CH3:41])([CH3:40])[CH3:39])=[CH:34][CH:33]=2)=[CH:14]/[C@H:15]2[CH2:16][CH2:17][C:18](=[O:31])[NH:19]2)=[CH:7][CH:6]=1)(=[O:4])[CH3:3]. (8) Given the reactants [N:1]1[CH:6]=[CH:5][CH:4]=[CH:3][C:2]=1[N].C(=O)([O-])[O-].[K+].[K+].IC.[NH:16]1[CH:21]=[CH:20][CH:19]=NC1=O.ClC1C=CC(CNC(C(=COC)C(OC)=O)=O)=CC=1, predict the reaction product. The product is: [N:1]1[C:2]2[C:3](=[CH:19][CH:20]=[CH:21][N:16]=2)[CH:4]=[CH:5][CH:6]=1. (9) Given the reactants [F:1][C:2]1[CH:3]=[C:4]([CH2:9][C:10]([NH:12][CH:13]([CH2:17][CH2:18][CH3:19])[C:14]([OH:16])=O)=[O:11])[CH:5]=[C:6]([F:8])[CH:7]=1.[C:20]([C:23]1[S:27][C:26]([NH2:28])=[N:25][CH:24]=1)(=[O:22])[CH3:21].C1C=CC2N(O)N=NC=2C=1.CCN=C=NCCCN(C)C.Cl, predict the reaction product. The product is: [C:20]([C:23]1[S:27][C:26]([NH:28][C:14](=[O:16])[CH:13]([NH:12][C:10](=[O:11])[CH2:9][C:4]2[CH:5]=[C:6]([F:8])[CH:7]=[C:2]([F:1])[CH:3]=2)[CH2:17][CH2:18][CH3:19])=[N:25][CH:24]=1)(=[O:22])[CH3:21]. (10) The product is: [CH2:24]([O:23][C:21](=[O:22])[CH2:20][C:10]1[C:5]2=[N:6][C:7]([O:8][CH3:9])=[C:2]([CH3:26])[CH:3]=[C:4]2[N:12]([C:13]([O:15][C:16]([CH3:19])([CH3:18])[CH3:17])=[O:14])[CH:11]=1)[CH3:25].[CH3:9][O:8][C:7]1[N:6]=[C:5]2[C:10]([CH2:20][C:21]([O:23][CH2:24][CH3:25])=[O:22])=[CH:11][NH:12][C:4]2=[CH:3][C:2]=1[CH3:26]. Given the reactants Br[C:2]1[CH:3]=[C:4]2[N:12]([C:13]([O:15][C:16]([CH3:19])([CH3:18])[CH3:17])=[O:14])[CH:11]=[C:10]([CH2:20][C:21]([O:23][CH2:24][CH3:25])=[O:22])[C:5]2=[N:6][C:7]=1[O:8][CH3:9].[CH3:26]B(O)O.[O-]P([O-])([O-])=O.[K+].[K+].[K+], predict the reaction product.